This data is from Peptide-MHC class I binding affinity with 185,985 pairs from IEDB/IMGT. The task is: Regression. Given a peptide amino acid sequence and an MHC pseudo amino acid sequence, predict their binding affinity value. This is MHC class I binding data. (1) The peptide sequence is LEHGLYPQL. The MHC is HLA-A01:01 with pseudo-sequence HLA-A01:01. The binding affinity (normalized) is 0.0847. (2) The peptide sequence is SGPSNTYPEI. The MHC is Mamu-B01 with pseudo-sequence Mamu-B01. The binding affinity (normalized) is 0. (3) The peptide sequence is LMSDNPKAST. The MHC is HLA-A68:02 with pseudo-sequence HLA-A68:02. The binding affinity (normalized) is 0. (4) The peptide sequence is VLMKQIPIW. The MHC is HLA-A02:19 with pseudo-sequence HLA-A02:19. The binding affinity (normalized) is 0.0847. (5) The peptide sequence is IEAGDEVFF. The MHC is HLA-B27:05 with pseudo-sequence HLA-B27:05. The binding affinity (normalized) is 0.0847. (6) The binding affinity (normalized) is 1.00. The MHC is HLA-B15:03 with pseudo-sequence HLA-B15:03. The peptide sequence is VKVKEENTF. (7) The peptide sequence is YVYFYDLSY. The MHC is HLA-B45:06 with pseudo-sequence HLA-B45:06. The binding affinity (normalized) is 0.213.